From a dataset of Forward reaction prediction with 1.9M reactions from USPTO patents (1976-2016). Predict the product of the given reaction. Given the reactants [F:1][C:2]1[CH:3]=[C:4]([CH:28]=[CH:29][C:30]=1[F:31])[O:5][C:6]1[C:7]([NH:19][C:20]2[CH:27]=[CH:26][C:23]([C:24]#[N:25])=[CH:22][N:21]=2)=[N:8][CH:9]=[C:10]([S:12][C:13]2[CH:18]=[CH:17][CH:16]=[CH:15][N:14]=2)[CH:11]=1.C([Sn]([N:45]=[N+:46]=[N-:47])(CCCC)CCCC)CCC, predict the reaction product. The product is: [F:1][C:2]1[CH:3]=[C:4]([CH:28]=[CH:29][C:30]=1[F:31])[O:5][C:6]1[C:7]([NH:19][C:20]2[CH:27]=[CH:26][C:23]([C:24]3[NH:47][N:46]=[N:45][N:25]=3)=[CH:22][N:21]=2)=[N:8][CH:9]=[C:10]([S:12][C:13]2[CH:18]=[CH:17][CH:16]=[CH:15][N:14]=2)[CH:11]=1.